This data is from Forward reaction prediction with 1.9M reactions from USPTO patents (1976-2016). The task is: Predict the product of the given reaction. (1) Given the reactants [NH2:1][C:2]1[CH:3]=[C:4]([C:8]2[N:9]=[CH:10][N:11]([C:13]([N:15]([CH:17]3[CH2:22][CH2:21][N:20]([CH2:23][C:24]4[CH:29]=[CH:28][CH:27]=[CH:26][CH:25]=4)[CH2:19][CH2:18]3)[CH3:16])=[O:14])[CH:12]=2)[CH:5]=[CH:6][CH:7]=1.C(N(CC)C(C)C)(C)C.[S:39](Cl)(=[O:42])(=[O:41])[NH2:40], predict the reaction product. The product is: [CH2:23]([N:20]1[CH2:21][CH2:22][CH:17]([N:15]([CH3:16])[C:13]([N:11]2[CH:12]=[C:8]([C:4]3[CH:5]=[CH:6][CH:7]=[C:2]([NH:1][S:39](=[O:42])(=[O:41])[NH2:40])[CH:3]=3)[N:9]=[CH:10]2)=[O:14])[CH2:18][CH2:19]1)[C:24]1[CH:25]=[CH:26][CH:27]=[CH:28][CH:29]=1. (2) Given the reactants [Br:1][C:2]1[CH:10]=[CH:9][C:5]([C:6](Cl)=[O:7])=[CH:4][N:3]=1.[CH:11]1([NH2:14])[CH2:13][CH2:12]1, predict the reaction product. The product is: [Br:1][C:2]1[CH:10]=[CH:9][C:5]([C:6]([NH:14][CH:11]2[CH2:13][CH2:12]2)=[O:7])=[CH:4][N:3]=1. (3) Given the reactants [S:1]1[C:5]2[CH:6]=[CH:7][CH:8]=[CH:9][C:4]=2[N:3]=[C:2]1[NH:10][C:11](=[O:18])[C:12]1[CH:17]=[CH:16][CH:15]=[CH:14][CH:13]=1.[H-].[Na+].Br[CH2:22][C:23]([O:25][CH2:26][CH3:27])=[O:24], predict the reaction product. The product is: [C:11]([N:10]=[C:2]1[N:3]([CH2:22][C:23]([O:25][CH2:26][CH3:27])=[O:24])[C:4]2[CH:9]=[CH:8][CH:7]=[CH:6][C:5]=2[S:1]1)(=[O:18])[C:12]1[CH:17]=[CH:16][CH:15]=[CH:14][CH:13]=1. (4) Given the reactants C[Si]([N-][Si](C)(C)C)(C)C.[Li+].O1CCCC1.[CH3:16][CH2:17][C:18]([C:20]1[CH:25]=[CH:24][C:23]([Cl:26])=[CH:22][CH:21]=1)=[O:19].[C:27]([O:34][CH2:35][CH3:36])(=[O:33])[C:28]([O:30]CC)=O, predict the reaction product. The product is: [Cl:26][C:23]1[CH:22]=[CH:21][C:20]([C:18](=[O:19])[CH:17]([CH3:16])[C:28](=[O:30])[C:27]([O:34][CH2:35][CH3:36])=[O:33])=[CH:25][CH:24]=1. (5) Given the reactants [CH3:1][C:2]([CH3:9])([CH2:6][CH2:7][OH:8])[CH2:3][CH2:4][OH:5].N1C=CN=C1.[C:15]([Si:19]([CH3:22])([CH3:21])Cl)([CH3:18])([CH3:17])[CH3:16].O, predict the reaction product. The product is: [C:15]([Si:19]([CH3:22])([CH3:21])[O:5][CH2:4][CH2:3][C:2]([CH3:9])([CH3:1])[CH2:6][CH2:7][OH:8])([CH3:18])([CH3:17])[CH3:16]. (6) Given the reactants [C:1]1([CH3:20])[CH:6]=[CH:5][CH:4]=[CH:3][C:2]=1[C:7]1[CH:15]=[CH:14][CH:13]=[C:12]2[C:8]=1[CH:9]=[C:10]([C:16]([O:18][CH3:19])=[O:17])[NH:11]2.[Br:21]N1C(=O)CCC1=O, predict the reaction product. The product is: [Br:21][C:9]1[C:8]2[C:12](=[CH:13][CH:14]=[CH:15][C:7]=2[C:2]2[CH:3]=[CH:4][CH:5]=[CH:6][C:1]=2[CH3:20])[NH:11][C:10]=1[C:16]([O:18][CH3:19])=[O:17].